This data is from Reaction yield outcomes from USPTO patents with 853,638 reactions. The task is: Predict the reaction yield, written as a fraction of the theoretical maximum amount of product (1.0 means a 100% yield; for example, 0.34 means a 34% yield). (1) The yield is 0.810. The catalyst is O1CCCC1.ClCCl. The product is [Br:1][C:2]1[CH:7]=[CH:6][C:5]([C:24]2([OH:31])[C:25]3[C:30](=[CH:29][CH:28]=[CH:27][CH:26]=3)[N:22]([CH2:21][C:19]3[O:20][C:16]([C:15]([F:34])([F:33])[F:14])=[CH:17][CH:18]=3)[C:23]2=[O:32])=[C:4]([OH:8])[CH:3]=1. The reactants are [Br:1][C:2]1[CH:3]=[C:4]([OH:8])[CH:5]=[CH:6][CH:7]=1.C([Mg]Cl)(C)C.[F:14][C:15]([F:34])([F:33])[C:16]1[O:20][C:19]([CH2:21][N:22]2[C:30]3[C:25](=[CH:26][CH:27]=[CH:28][CH:29]=3)[C:24](=[O:31])[C:23]2=[O:32])=[CH:18][CH:17]=1. (2) The reactants are [OH-].[Na+].C[O:4][C:5](=[O:42])[CH2:6][C:7]1[CH:12]=[CH:11][C:10]([C:13]2[C:18]([CH3:19])=[CH:17][C:16]([C:20]([CH2:38][CH3:39])([C:23]3[CH:28]=[CH:27][C:26](/[CH:29]=[CH:30]/[C:31]([CH2:35][CH3:36])([OH:34])[CH2:32][CH3:33])=[C:25]([CH3:37])[CH:24]=3)[CH2:21][CH3:22])=[CH:15][C:14]=2[CH3:40])=[CH:9][C:8]=1[F:41].[Cl-].[NH4+]. The catalyst is CO.O1CCCC1. The product is [CH2:21]([C:20]([C:16]1[CH:17]=[C:18]([CH3:19])[C:13]([C:10]2[CH:11]=[CH:12][C:7]([CH2:6][C:5]([OH:42])=[O:4])=[C:8]([F:41])[CH:9]=2)=[C:14]([CH3:40])[CH:15]=1)([C:23]1[CH:28]=[CH:27][C:26](/[CH:29]=[CH:30]/[C:31]([CH2:32][CH3:33])([OH:34])[CH2:35][CH3:36])=[C:25]([CH3:37])[CH:24]=1)[CH2:38][CH3:39])[CH3:22]. The yield is 0.750. (3) The reactants are [CH2:1]1[C:4]2([CH2:42][O:41][C:7]3([CH2:12][CH2:11][CH:10]([N:13]4[C:18](=[O:19])[C:17]([CH2:20][C:21]5[CH:26]=[CH:25][C:24]([C:27]6[C:28]([C:33]#[N:34])=[CH:29][CH:30]=[CH:31][CH:32]=6)=[CH:23][CH:22]=5)=[C:16]([CH2:35][CH2:36][CH3:37])[N:15]5[N:38]=[CH:39][N:40]=[C:14]45)[CH2:9][CH2:8]3)[O:6][CH2:5]2)[CH2:3][CH2:2]1.C([BH3-])#N.[Na+].O1CCCC1. The catalyst is C(OCC)(=O)C. The product is [OH:41][CH2:42][C:4]1([CH2:5][O:6][C@H:7]2[CH2:12][CH2:11][C@H:10]([N:13]3[C:18](=[O:19])[C:17]([CH2:20][C:21]4[CH:22]=[CH:23][C:24]([C:27]5[C:28]([C:33]#[N:34])=[CH:29][CH:30]=[CH:31][CH:32]=5)=[CH:25][CH:26]=4)=[C:16]([CH2:35][CH2:36][CH3:37])[N:15]4[N:38]=[CH:39][N:40]=[C:14]34)[CH2:9][CH2:8]2)[CH2:3][CH2:2][CH2:1]1. The yield is 0.470. (4) The reactants are Br[C:2]1[C:3]2[C:8]([C:9]3[CH:10]=[CH:11][CH:12]=[CH:13][C:14]=3[CH:15]=1)=[CH:7][CH:6]=[CH:5][CH:4]=2.[CH:16]([C:18]1[CH:23]=[CH:22][CH:21]=[CH:20][C:19]=1B(O)O)=[O:17].C(=O)([O-])[O-].[Na+].[Na+]. The catalyst is COC. The product is [CH:16]([C:18]1[CH:23]=[CH:22][CH:21]=[CH:20][C:19]=1[C:2]1[C:3]2[C:8]([C:9]3[CH:10]=[CH:11][CH:12]=[CH:13][C:14]=3[CH:15]=1)=[CH:7][CH:6]=[CH:5][CH:4]=2)=[O:17]. The yield is 0.890. (5) The reactants are [CH2:1]([O:8][CH2:9][Li])[C:2]1[CH:7]=[CH:6][CH:5]=[CH:4][CH:3]=1.[Sn](COCC1C=CC=CC=1)(CCCC)(CCCC)CCCC.[Li]CCCC.[Br:38][C:39]1[CH:44]=[CH:43][C:42]([NH:45][C:46]2[C:47]([CH:56]=[O:57])=[CH:48][C:49]3[NH:53][CH:52]=[N:51][C:50]=3[C:54]=2[F:55])=[C:41]([Cl:58])[CH:40]=1. The catalyst is C1COCC1. The product is [CH2:1]([O:8][CH2:9][CH:56]([C:47]1[C:46]([NH:45][C:42]2[CH:43]=[CH:44][C:39]([Br:38])=[CH:40][C:41]=2[Cl:58])=[C:54]([F:55])[C:50]2[N:51]=[CH:52][NH:53][C:49]=2[CH:48]=1)[OH:57])[C:2]1[CH:7]=[CH:6][CH:5]=[CH:4][CH:3]=1. The yield is 0.680. (6) The reactants are [NH2:1][C:2]1[C:3]([C:9]([O:11][CH3:12])=[O:10])=[N:4][CH:5]=[C:6]([F:8])[CH:7]=1.C1C(=O)N([Br:20])C(=O)C1. The catalyst is C(#N)C. The product is [NH2:1][C:2]1[C:3]([C:9]([O:11][CH3:12])=[O:10])=[N:4][C:5]([Br:20])=[C:6]([F:8])[CH:7]=1. The yield is 0.770. (7) The reactants are Br[C:2]1[N:3]=[C:4]([C:9]2[NH:13][C:12]3[CH:14]=[C:15]([CH3:18])[CH:16]=[CH:17][C:11]=3[N:10]=2)[C:5]([NH2:8])=[N:6][CH:7]=1.B([C:22]1[CH:30]=[CH:29][C:25]([C:26]([OH:28])=[O:27])=[CH:24][CH:23]=1)(O)O.C([O-])([O-])=O.[Na+].[Na+].N#N. The catalyst is CC#N.C1C=CC([P]([Pd]([P](C2C=CC=CC=2)(C2C=CC=CC=2)C2C=CC=CC=2)([P](C2C=CC=CC=2)(C2C=CC=CC=2)C2C=CC=CC=2)[P](C2C=CC=CC=2)(C2C=CC=CC=2)C2C=CC=CC=2)(C2C=CC=CC=2)C2C=CC=CC=2)=CC=1.O. The product is [NH2:8][C:5]1[N:6]=[CH:7][C:2]([C:22]2[CH:30]=[CH:29][C:25]([C:26]([OH:28])=[O:27])=[CH:24][CH:23]=2)=[N:3][C:4]=1[C:9]1[NH:13][C:12]2[CH:14]=[C:15]([CH3:18])[CH:16]=[CH:17][C:11]=2[N:10]=1. The yield is 0.620. (8) The reactants are [CH2:1]([NH:3][C:4]([NH:6][C:7]1[CH:12]=[CH:11][C:10](NC2N=C(N[C:10]3[CH:11]=[CH:12][C:7]([NH:6][C:4]([NH:3][CH2:1][CH3:2])=[O:5])=[CH:8][CH:9]=3)C(F)=CN=2)=[CH:9][CH:8]=1)=[O:5])[CH3:2].[NH2:34]C1C=CC=C(N)C=1.C(N=C=O)C.C(=O)([O-])[O-].[K+].[K+]. No catalyst specified. The product is [CH2:1]([NH:3][C:4]([NH:6][C:7]1[CH:12]=[C:11]([CH:10]=[CH:9][CH:8]=1)[NH2:34])=[O:5])[CH3:2]. The yield is 0.830. (9) The reactants are [C:1]([OH:12])(=[O:11])[C:2]1[C:3](=[CH:7][CH:8]=[CH:9][CH:10]=1)[C:4]([OH:6])=O.C1(C)C=CC(S(O)(=O)=O)=CC=1.FC(F)(F)S(O)(=O)=O.S(=O)(=O)(O)O. The catalyst is C1(C)C=CC=CC=1. The product is [C:4]1(=[O:6])[O:12][C:1](=[O:11])[C:2]2=[CH:10][CH:9]=[CH:8][CH:7]=[C:3]12. The yield is 0.950. (10) The reactants are [NH2:1][C:2]1[CH:7]=[CH:6][CH:5]=[CH:4][C:3]=1[OH:8].C(O)(=O)C.C(#N)[CH:14]([CH2:16][C:17]#[N:18])O. The catalyst is C(O)C.C(Cl)Cl. The product is [O:8]1[C:3]2[CH:4]=[CH:5][CH:6]=[CH:7][C:2]=2[N:1]=[C:14]1[CH2:16][C:17]#[N:18]. The yield is 0.710.